Dataset: NCI-60 drug combinations with 297,098 pairs across 59 cell lines. Task: Regression. Given two drug SMILES strings and cell line genomic features, predict the synergy score measuring deviation from expected non-interaction effect. (1) Drug 1: CC12CCC3C(C1CCC2OP(=O)(O)O)CCC4=C3C=CC(=C4)OC(=O)N(CCCl)CCCl.[Na+]. Drug 2: N.N.Cl[Pt+2]Cl. Cell line: SK-MEL-5. Synergy scores: CSS=71.0, Synergy_ZIP=-2.64, Synergy_Bliss=-3.04, Synergy_Loewe=-15.4, Synergy_HSA=0.583. (2) Drug 1: COC1=CC(=CC(=C1O)OC)C2C3C(COC3=O)C(C4=CC5=C(C=C24)OCO5)OC6C(C(C7C(O6)COC(O7)C8=CC=CS8)O)O. Drug 2: CCCCCOC(=O)NC1=NC(=O)N(C=C1F)C2C(C(C(O2)C)O)O. Cell line: NCI-H522. Synergy scores: CSS=31.9, Synergy_ZIP=-7.34, Synergy_Bliss=0.0686, Synergy_Loewe=-42.6, Synergy_HSA=1.75. (3) Drug 1: CC1OCC2C(O1)C(C(C(O2)OC3C4COC(=O)C4C(C5=CC6=C(C=C35)OCO6)C7=CC(=C(C(=C7)OC)O)OC)O)O. Drug 2: CC1C(C(CC(O1)OC2CC(OC(C2O)C)OC3=CC4=CC5=C(C(=O)C(C(C5)C(C(=O)C(C(C)O)O)OC)OC6CC(C(C(O6)C)O)OC7CC(C(C(O7)C)O)OC8CC(C(C(O8)C)O)(C)O)C(=C4C(=C3C)O)O)O)O. Cell line: MOLT-4. Synergy scores: CSS=84.0, Synergy_ZIP=8.38, Synergy_Bliss=8.19, Synergy_Loewe=-4.22, Synergy_HSA=6.96. (4) Drug 1: CN1C(=O)N2C=NC(=C2N=N1)C(=O)N. Drug 2: CS(=O)(=O)OCCCCOS(=O)(=O)C. Cell line: KM12. Synergy scores: CSS=-4.31, Synergy_ZIP=6.51, Synergy_Bliss=6.35, Synergy_Loewe=-4.50, Synergy_HSA=-2.74. (5) Cell line: SR. Synergy scores: CSS=-1.56, Synergy_ZIP=8.00, Synergy_Bliss=-0.599, Synergy_Loewe=-0.443, Synergy_HSA=-7.70. Drug 1: C1=CC(=CC=C1C#N)C(C2=CC=C(C=C2)C#N)N3C=NC=N3. Drug 2: CC(C)(C#N)C1=CC(=CC(=C1)CN2C=NC=N2)C(C)(C)C#N. (6) Drug 1: CN(CC1=CN=C2C(=N1)C(=NC(=N2)N)N)C3=CC=C(C=C3)C(=O)NC(CCC(=O)O)C(=O)O. Drug 2: C1C(C(OC1N2C=NC3=C(N=C(N=C32)Cl)N)CO)O. Cell line: MALME-3M. Synergy scores: CSS=29.9, Synergy_ZIP=-9.41, Synergy_Bliss=-4.16, Synergy_Loewe=-8.50, Synergy_HSA=-7.56.